Dataset: NCI-60 drug combinations with 297,098 pairs across 59 cell lines. Task: Regression. Given two drug SMILES strings and cell line genomic features, predict the synergy score measuring deviation from expected non-interaction effect. (1) Drug 1: CN1C2=C(C=C(C=C2)N(CCCl)CCCl)N=C1CCCC(=O)O.Cl. Drug 2: CCCCCOC(=O)NC1=NC(=O)N(C=C1F)C2C(C(C(O2)C)O)O. Cell line: HT29. Synergy scores: CSS=30.3, Synergy_ZIP=0.135, Synergy_Bliss=0.141, Synergy_Loewe=-23.1, Synergy_HSA=-5.59. (2) Drug 1: CNC(=O)C1=CC=CC=C1SC2=CC3=C(C=C2)C(=NN3)C=CC4=CC=CC=N4. Drug 2: C1C(C(OC1N2C=NC(=NC2=O)N)CO)O. Cell line: NCI-H522. Synergy scores: CSS=15.0, Synergy_ZIP=-5.11, Synergy_Bliss=-1.23, Synergy_Loewe=0.197, Synergy_HSA=0.674. (3) Drug 1: C1CC(=O)NC(=O)C1N2CC3=C(C2=O)C=CC=C3N. Drug 2: CC12CCC3C(C1CCC2O)C(CC4=C3C=CC(=C4)O)CCCCCCCCCS(=O)CCCC(C(F)(F)F)(F)F. Cell line: SNB-75. Synergy scores: CSS=4.81, Synergy_ZIP=-2.99, Synergy_Bliss=-3.79, Synergy_Loewe=0.553, Synergy_HSA=-1.36. (4) Drug 1: C(CC(=O)O)C(=O)CN.Cl. Drug 2: CC1C(C(CC(O1)OC2CC(CC3=C2C(=C4C(=C3O)C(=O)C5=C(C4=O)C(=CC=C5)OC)O)(C(=O)CO)O)N)O.Cl. Cell line: HL-60(TB). Synergy scores: CSS=40.8, Synergy_ZIP=-0.0982, Synergy_Bliss=-1.19, Synergy_Loewe=-42.7, Synergy_HSA=-1.00. (5) Drug 1: C1=NC2=C(N1)C(=S)N=C(N2)N. Drug 2: C1=CC=C(C(=C1)C(C2=CC=C(C=C2)Cl)C(Cl)Cl)Cl. Cell line: SK-MEL-28. Synergy scores: CSS=7.97, Synergy_ZIP=-3.34, Synergy_Bliss=4.53, Synergy_Loewe=-7.78, Synergy_HSA=2.94. (6) Drug 1: C1=CN(C(=O)N=C1N)C2C(C(C(O2)CO)O)O.Cl. Drug 2: C1C(C(OC1N2C=NC3=C(N=C(N=C32)Cl)N)CO)O. Cell line: SR. Synergy scores: CSS=88.8, Synergy_ZIP=1.54, Synergy_Bliss=2.96, Synergy_Loewe=3.58, Synergy_HSA=6.58.